This data is from Catalyst prediction with 721,799 reactions and 888 catalyst types from USPTO. The task is: Predict which catalyst facilitates the given reaction. (1) Reactant: Cl[C:2]([O:4][CH2:5][C:6]([Cl:9])([Cl:8])[Cl:7])=[O:3].[NH2:10][C:11]1[N:15]([C:16]2[CH:17]=[C:18]([S:22][CH2:23][CH2:24][OH:25])[CH:19]=[CH:20][CH:21]=2)[N:14]=[C:13]([C:26]([CH3:29])([CH3:28])[CH3:27])[CH:12]=1.CCN(C(C)C)C(C)C. Product: [Cl:7][C:6]([Cl:9])([Cl:8])[CH2:5][O:4][C:2](=[O:3])[NH:10][C:11]1[N:15]([C:16]2[CH:21]=[CH:20][CH:19]=[C:18]([S:22][CH2:23][CH2:24][OH:25])[CH:17]=2)[N:14]=[C:13]([C:26]([CH3:29])([CH3:28])[CH3:27])[CH:12]=1. The catalyst class is: 20. (2) Reactant: C(OC(=O)[NH:7][C@@H:8]([CH:29]1[CH2:34][CH2:33][CH2:32][CH2:31][CH2:30]1)[C:9](=[O:28])[N:10]1[CH2:14][CH2:13][CH2:12][C@H:11]1[C:15]1[CH:20]=[CH:19][CH:18]=[C:17]([O:21][C:22]2[CH:27]=[CH:26][CH:25]=[CH:24][CH:23]=2)[CH:16]=1)(C)(C)C.[C:36]([OH:42])([C:38]([F:41])([F:40])[F:39])=[O:37]. Product: [NH2:7][C@@H:8]([CH:29]1[CH2:34][CH2:33][CH2:32][CH2:31][CH2:30]1)[C:9]([N:10]1[CH2:14][CH2:13][CH2:12][C@H:11]1[C:15]1[CH:20]=[CH:19][CH:18]=[C:17]([O:21][C:22]2[CH:23]=[CH:24][CH:25]=[CH:26][CH:27]=2)[CH:16]=1)=[O:28].[C:36]([OH:42])([C:38]([F:41])([F:40])[F:39])=[O:37]. The catalyst class is: 2.